This data is from Forward reaction prediction with 1.9M reactions from USPTO patents (1976-2016). The task is: Predict the product of the given reaction. (1) Given the reactants C[O:2][C:3](=[O:44])[CH2:4][N:5]([S:29]([N:32]([C:34](=[O:43])[C:35]1[CH:40]=[CH:39][C:38]([O:41][CH3:42])=[CH:37][CH:36]=1)[CH3:33])(=[O:31])=[O:30])[CH2:6][C:7]1[CH:12]=[CH:11][C:10]([O:13][CH2:14][CH2:15][C:16]2[N:17]=[C:18]([C:22]3[CH:27]=[CH:26][C:25]([CH3:28])=[CH:24][CH:23]=3)[O:19][C:20]=2[CH3:21])=[CH:9][CH:8]=1.O.[OH-].[Li+], predict the reaction product. The product is: [C:34]([N:32]([S:29]([N:5]([CH2:4][C:3]([OH:44])=[O:2])[CH2:6][C:7]1[CH:8]=[CH:9][C:10]([O:13][CH2:14][CH2:15][C:16]2[N:17]=[C:18]([C:22]3[CH:27]=[CH:26][C:25]([CH3:28])=[CH:24][CH:23]=3)[O:19][C:20]=2[CH3:21])=[CH:11][CH:12]=1)(=[O:31])=[O:30])[CH3:33])(=[O:43])[C:35]1[CH:40]=[CH:39][C:38]([O:41][CH3:42])=[CH:37][CH:36]=1. (2) Given the reactants [Cl:1][C:2]1[CH:8]=[C:7]([O:9][C:10]2[C:19]3[C:14](=[CH:15][C:16]([O:22][CH3:23])=[C:17]([O:20][CH3:21])[CH:18]=3)[N:13]=[CH:12][CH:11]=2)[CH:6]=[CH:5][C:3]=1[NH2:4].C(N(CC)CC)C.ClC(Cl)(O[C:35](=[O:41])OC(Cl)(Cl)Cl)Cl.Br(O)(=O)=O.[NH2:47][C:48]1[S:49][C:50]([Br:53])=[CH:51][N:52]=1, predict the reaction product. The product is: [Br:53][C:50]1[S:49][C:48]([NH:47][C:35]([NH:4][C:3]2[CH:5]=[CH:6][C:7]([O:9][C:10]3[C:19]4[C:14](=[CH:15][C:16]([O:22][CH3:23])=[C:17]([O:20][CH3:21])[CH:18]=4)[N:13]=[CH:12][CH:11]=3)=[CH:8][C:2]=2[Cl:1])=[O:41])=[N:52][CH:51]=1. (3) Given the reactants C1C(=O)N([Br:8])C(=O)C1.[C:9]([C:13]1[CH:35]=[CH:34][C:16]2[C:17]3[N:25]([C:26]([C:28]([CH3:31])([CH3:30])[CH3:29])=[CH:27][C:15]=2[N:14]=1)[C:24]1[C:19](=[CH:20][C:21]([CH3:33])=[C:22]([CH3:32])[CH:23]=1)[N:18]=3)([CH3:12])([CH3:11])[CH3:10], predict the reaction product. The product is: [Br:8][C:20]1[C:21]([CH3:33])=[C:22]([CH3:32])[CH:23]=[C:24]2[C:19]=1[N:18]=[C:17]1[N:25]2[C:26]([C:28]([CH3:29])([CH3:31])[CH3:30])=[CH:27][C:15]2[N:14]=[C:13]([C:9]([CH3:12])([CH3:10])[CH3:11])[CH:35]=[CH:34][C:16]=21. (4) Given the reactants CS(C)=O.[CH3:5][C:6]1[CH:7]=[C:8]([OH:20])[C:9]([C:13]2[CH:18]=[CH:17][C:16]([CH3:19])=[CH:15][N:14]=2)=[N:10][C:11]=1[CH3:12].Cl[C:22]1[C:31]2[C:26](=[CH:27][C:28]([C:32]([F:35])([F:34])[F:33])=[CH:29][CH:30]=2)[N:25]=[CH:24][CH:23]=1.C(=O)([O-])[O-].[Cs+].[Cs+], predict the reaction product. The product is: [CH3:5][C:6]1[CH:7]=[C:8]([O:20][C:22]2[C:31]3[C:26](=[CH:27][C:28]([C:32]([F:35])([F:33])[F:34])=[CH:29][CH:30]=3)[N:25]=[CH:24][CH:23]=2)[C:9]([C:13]2[CH:18]=[CH:17][C:16]([CH3:19])=[CH:15][N:14]=2)=[N:10][C:11]=1[CH3:12]. (5) The product is: [CH3:3][C:4]([CH3:8])([CH3:7])[CH2:5][O:6][CH2:10][C:11]([OH:13])=[O:12]. Given the reactants [H-].[Na+].[CH3:3][C:4]([CH3:8])([CH3:7])[CH2:5][OH:6].Br[CH2:10][C:11]([OH:13])=[O:12], predict the reaction product. (6) Given the reactants C([O:5][C:6]([N:8]1[CH:12]=[CH:11][CH:10]=[C:9]1[C:13]1[C:22]([N+:23]([O-])=O)=[CH:21][C:16]([C:17]([O:19][CH3:20])=[O:18])=[CH:15][N:14]=1)=O)(C)(C)C, predict the reaction product. The product is: [O:5]=[C:6]1[N:8]2[CH:12]=[CH:11][CH:10]=[C:9]2[C:13]2[N:14]=[CH:15][C:16]([C:17]([O:19][CH3:20])=[O:18])=[CH:21][C:22]=2[NH:23]1.